From a dataset of Full USPTO retrosynthesis dataset with 1.9M reactions from patents (1976-2016). Predict the reactants needed to synthesize the given product. (1) Given the product [C:5]1([CH3:8])[CH:6]=[CH:7][C:2]([C:13]2[C:14]3[C:19](=[CH:18][CH:17]=[C:16]([Br:20])[CH:15]=3)[C:10]([CH3:22])([CH3:9])[CH2:11][CH:12]=2)=[CH:3][CH:4]=1, predict the reactants needed to synthesize it. The reactants are: Br[C:2]1[CH:7]=[CH:6][C:5]([CH3:8])=[CH:4][CH:3]=1.[CH3:9][C:10]1([CH3:22])[C:19]2[C:14](=[CH:15][C:16]([Br:20])=[CH:17][CH:18]=2)[C:13](=O)[CH2:12][CH2:11]1. (2) Given the product [F:20][C:12]1[CH:11]=[C:10]([C:7]2[CH:8]=[CH:9][C:4]([CH2:1][CH2:2][CH3:3])=[CH:5][CH:6]=2)[CH:15]=[C:14]([F:16])[C:13]=1[C:22]1[S:23][C:24]([CH:27]=[CH2:28])=[CH:25][CH:26]=1, predict the reactants needed to synthesize it. The reactants are: [CH2:1]([C:4]1[CH:9]=[CH:8][C:7]([C:10]2[CH:15]=[C:14]([F:16])[C:13](B(O)O)=[C:12]([F:20])[CH:11]=2)=[CH:6][CH:5]=1)[CH2:2][CH3:3].Br[C:22]1[S:23][C:24]([CH:27]=[CH2:28])=[CH:25][CH:26]=1.